Dataset: Reaction yield outcomes from USPTO patents with 853,638 reactions. Task: Predict the reaction yield, written as a fraction of the theoretical maximum amount of product (1.0 means a 100% yield; for example, 0.34 means a 34% yield). (1) The reactants are [Cl:1][C:2]1[C:7]([CH3:8])=[C:6]([C:9](N(C)C2C=CC=CC=2)=[O:10])[CH:5]=[CH:4][N:3]=1.[OH:19]S(O)(=O)=O.C([O-])([O-])=O.[Na+].[Na+]. The catalyst is O. The product is [Cl:1][C:2]1[C:7]([CH3:8])=[C:6]([C:9]([OH:10])=[O:19])[CH:5]=[CH:4][N:3]=1. The yield is 0.540. (2) The reactants are C(OC([N:8]1[CH2:11][CH:10]([NH:12][C:13]2[CH:14]=[CH:15][C:16]3[O:25][CH2:24][CH2:23][C:22]4[CH:21]=[C:20]([C:26]5[N:27]([C:31]6[CH:36]=[CH:35][C:34]([F:37])=[CH:33][C:32]=6[F:38])[N:28]=[CH:29][N:30]=5)[S:19][C:18]=4[C:17]=3[N:39]=2)[CH2:9]1)=O)(C)(C)C.Cl. The catalyst is CCOC(C)=O. The product is [NH:8]1[CH2:11][CH:10]([NH:12][C:13]2[CH:14]=[CH:15][C:16]3[O:25][CH2:24][CH2:23][C:22]4[CH:21]=[C:20]([C:26]5[N:27]([C:31]6[CH:36]=[CH:35][C:34]([F:37])=[CH:33][C:32]=6[F:38])[N:28]=[CH:29][N:30]=5)[S:19][C:18]=4[C:17]=3[N:39]=2)[CH2:9]1. The yield is 0.870. (3) The reactants are [S:1]1[C:5]2[CH:6]=[CH:7][CH:8]=[CH:9][C:4]=2[N:3]=[C:2]1[S:10][CH2:11][C:12]([OH:14])=O.[NH:15]1[CH2:21][CH2:20][CH2:19][CH2:18][C:17]2[CH:22]=[CH:23][CH:24]=[CH:25][C:16]1=2. No catalyst specified. The product is [S:1]1[C:5]2[CH:6]=[CH:7][CH:8]=[CH:9][C:4]=2[N:3]=[C:2]1[S:10][CH2:11][C:12]([N:15]1[CH2:21][CH2:20][CH2:19][CH2:18][C:17]2[CH:22]=[CH:23][CH:24]=[CH:25][C:16]1=2)=[O:14]. The yield is 0.230.